From a dataset of Forward reaction prediction with 1.9M reactions from USPTO patents (1976-2016). Predict the product of the given reaction. (1) Given the reactants [CH2:1]([C:8]1[N:12]=[C:11]([CH:13]=[CH:14][C:15]2[CH:20]=[CH:19][C:18]([O:21][Si](C(C)(C)C)(C)C)=[C:17]([O:29][Si](C(C)(C)C)(C)C)[CH:16]=2)[O:10][N:9]=1)[C:2]1[CH:7]=[CH:6][CH:5]=[CH:4][CH:3]=1.CCCC[N+](CCCC)(CCCC)CCCC.[F-], predict the reaction product. The product is: [CH2:1]([C:8]1[N:12]=[C:11]([CH:13]=[CH:14][C:15]2[CH:16]=[C:17]([OH:29])[C:18]([OH:21])=[CH:19][CH:20]=2)[O:10][N:9]=1)[C:2]1[CH:7]=[CH:6][CH:5]=[CH:4][CH:3]=1. (2) Given the reactants [C:1]([O:5][C:6]([NH:8][C@@H:9]([CH2:13][C:14]1[CH:19]=[CH:18][C:17]([F:20])=[C:16]([Cl:21])[CH:15]=1)[C:10]([OH:12])=[O:11])=[O:7])([CH3:4])(C)C.Cl.C([O-])([O-])=O.[Na+].[Na+].C(=O)(ON1C(=O)CCC1=O)OCC1[C:44]2[CH:43]=[CH:42][CH:41]=[CH:40][C:39]=2[C:38]2[C:33]1=[CH:34][CH:35]=[CH:36][CH:37]=2, predict the reaction product. The product is: [CH:41]1[C:40]2[CH:4]([CH2:1][O:5][C:6]([NH:8][C@@H:9]([CH2:13][C:14]3[CH:19]=[CH:18][C:17]([F:20])=[C:16]([Cl:21])[CH:15]=3)[C:10]([OH:12])=[O:11])=[O:7])[C:33]3[C:38](=[CH:37][CH:36]=[CH:35][CH:34]=3)[C:39]=2[CH:44]=[CH:43][CH:42]=1. (3) Given the reactants C(OC(=O)[NH:7][C:8]1[CH:13]=[C:12]([C:14]([CH3:17])([CH3:16])[CH3:15])[CH:11]=[C:10]([NH:18]C(=O)OC(C)(C)C)[CH:9]=1)(C)(C)C.C(O)(C(F)(F)F)=O, predict the reaction product. The product is: [C:14]([C:12]1[CH:13]=[C:8]([NH2:7])[CH:9]=[C:10]([NH2:18])[CH:11]=1)([CH3:17])([CH3:15])[CH3:16]. (4) Given the reactants [N-:1]=[N+:2]=[N-:3].[Na+].[NH4+].[Cl-].C(OC([N:14]1[CH2:19][CH2:18][CH:17]([O:20][C:21]2[C:22]([C:31]#[N:32])=[C:23]3[C:28](=[CH:29][CH:30]=2)[CH:27]=[N:26][CH:25]=[CH:24]3)[CH2:16][CH2:15]1)=O)(C)(C)C.ClCCl, predict the reaction product. The product is: [NH:14]1[CH2:19][CH2:18][CH:17]([O:20][C:21]2[C:22]([C:31]3[NH:32][N:3]=[N:2][N:1]=3)=[C:23]3[C:28](=[CH:29][CH:30]=2)[CH:27]=[N:26][CH:25]=[CH:24]3)[CH2:16][CH2:15]1. (5) Given the reactants [Cl:1][C:2]1[C:3](=[O:30])[N:4]([C:19]2[C:24]([CH3:25])=[CH:23][N:22]=[C:21]([C:26]([O:28]C)=[O:27])[CH:20]=2)[C:5]([CH3:18])=[CH:6][C:7]=1[O:8][CH2:9][C:10]1[CH:15]=[CH:14][C:13]([F:16])=[CH:12][C:11]=1[F:17].[OH-].[Na+].C(O)(=O)C, predict the reaction product. The product is: [Cl:1][C:2]1[C:3](=[O:30])[N:4]([C:19]2[C:24]([CH3:25])=[CH:23][N:22]=[C:21]([C:26]([OH:28])=[O:27])[CH:20]=2)[C:5]([CH3:18])=[CH:6][C:7]=1[O:8][CH2:9][C:10]1[CH:15]=[CH:14][C:13]([F:16])=[CH:12][C:11]=1[F:17]. (6) Given the reactants Cl[CH2:2][C:3]([NH:5][CH2:6][CH2:7][CH2:8][CH2:9][CH2:10][CH2:11][CH2:12][CH2:13][NH:14][C:15](=[O:21])[O:16][C:17]([CH3:20])([CH3:19])[CH3:18])=[O:4].[OH:22][C:23]1[CH:32]=[CH:31][CH:30]=[C:25]([C:26]([O:28][CH3:29])=[O:27])[C:24]=1[C:33]([O:35][CH3:36])=[O:34].C(=O)([O-])[O-].[Cs+].[Cs+], predict the reaction product. The product is: [C:17]([O:16][C:15]([NH:14][CH2:13][CH2:12][CH2:11][CH2:10][CH2:9][CH2:8][CH2:7][CH2:6][NH:5][C:3](=[O:4])[CH2:2][O:22][C:23]1[CH:32]=[CH:31][CH:30]=[C:25]([C:26]([O:28][CH3:29])=[O:27])[C:24]=1[C:33]([O:35][CH3:36])=[O:34])=[O:21])([CH3:20])([CH3:19])[CH3:18]. (7) Given the reactants [O:1]=[CH:2][C:3]1[CH:11]=[CH:10][C:8]([OH:9])=[C:5]([O:6][CH3:7])[CH:4]=1.[Cl:12]Cl, predict the reaction product. The product is: [Cl:12][C:10]1[CH:11]=[C:3]([CH:4]=[C:5]([O:6][CH3:7])[C:8]=1[OH:9])[CH:2]=[O:1]. (8) Given the reactants [CH2:1]([N:3]1[C:7]2=[N:8][C:9]([CH2:29][CH3:30])=[C:10]([CH2:19][NH:20][C:21](=[O:28])[CH2:22][CH2:23][C:24]([O:26]C)=[O:25])[C:11]([NH:12][CH:13]3[CH2:18][CH2:17][O:16][CH2:15][CH2:14]3)=[C:6]2[CH:5]=[N:4]1)[CH3:2].[Li+].[OH-].O.Cl, predict the reaction product. The product is: [CH2:1]([N:3]1[C:7]2=[N:8][C:9]([CH2:29][CH3:30])=[C:10]([CH2:19][NH:20][C:21](=[O:28])[CH2:22][CH2:23][C:24]([OH:26])=[O:25])[C:11]([NH:12][CH:13]3[CH2:14][CH2:15][O:16][CH2:17][CH2:18]3)=[C:6]2[CH:5]=[N:4]1)[CH3:2]. (9) Given the reactants C(O[C:4](=[O:23])[CH:5]=[C:6]([C:13]1[CH:14]=[C:15]2[C:19](=[CH:20][CH:21]=1)[NH:18][N:17]=[C:16]2[Cl:22])[C:7]1[CH:8]=[N:9][CH:10]=[CH:11][CH:12]=1)C.C(OC(=O)C=C(C1C=CC=C2C=1C(C#N)=[CH:39][NH:40]2)C1C=CC=CC=1)C, predict the reaction product. The product is: [Cl:22][C:16]1[C:15]2[C:19](=[CH:20][CH:21]=[C:13]([C:6]([C:7]3[CH:8]=[N:9][CH:10]=[CH:11][CH:12]=3)=[CH:5][C:4]([NH:40][CH3:39])=[O:23])[CH:14]=2)[NH:18][N:17]=1.